This data is from Forward reaction prediction with 1.9M reactions from USPTO patents (1976-2016). The task is: Predict the product of the given reaction. (1) Given the reactants [CH3:1][C:2]([CH3:8])([CH2:6][CH3:7])[C:3](Cl)=[O:4].Cl.[CH:10]1([CH2:16][N:17]2[C:21]3[CH:22]=[CH:23][C:24]([NH2:26])=[CH:25][C:20]=3[N:19]=[C:18]2[C:27]([CH3:31])([CH3:30])[CH2:28][CH3:29])[CH2:15][CH2:14][CH2:13][CH2:12][CH2:11]1, predict the reaction product. The product is: [CH:10]1([CH2:16][N:17]2[C:21]3[CH:22]=[CH:23][C:24]([NH:26][C:3](=[O:4])[C:2]([CH3:8])([CH3:1])[CH2:6][CH3:7])=[CH:25][C:20]=3[N:19]=[C:18]2[C:27]([CH3:30])([CH3:31])[CH2:28][CH3:29])[CH2:11][CH2:12][CH2:13][CH2:14][CH2:15]1. (2) Given the reactants [Br:1][C:2]1[C:8]([C:9]([F:12])([F:11])[F:10])=[CH:7][C:5]([NH2:6])=[C:4]([N:13]2[CH:17]=[CH:16][N:15]=[CH:14]2)[CH:3]=1.C1N=CN([C:23](N2C=NC=C2)=[O:24])C=1, predict the reaction product. The product is: [Br:1][C:2]1[CH:3]=[C:4]2[C:5]([NH:6][C:23](=[O:24])[C:14]3[N:13]2[CH:17]=[CH:16][N:15]=3)=[CH:7][C:8]=1[C:9]([F:12])([F:11])[F:10]. (3) Given the reactants Cl[C:2]1[N:7]=[C:6]([N:8]2[C@H:12]([C:13]3[CH:18]=[CH:17][CH:16]=[CH:15][CH:14]=3)[CH2:11][O:10][C:9]2=[O:19])[CH:5]=[CH:4][N:3]=1.[CH:20]1([C@@H:23]([NH2:25])[CH3:24])[CH2:22][CH2:21]1, predict the reaction product. The product is: [CH:20]1([C@@H:23]([NH:25][C:2]2[N:7]=[C:6]([N:8]3[C@H:12]([C:13]4[CH:18]=[CH:17][CH:16]=[CH:15][CH:14]=4)[CH2:11][O:10][C:9]3=[O:19])[CH:5]=[CH:4][N:3]=2)[CH3:24])[CH2:22][CH2:21]1.